This data is from Forward reaction prediction with 1.9M reactions from USPTO patents (1976-2016). The task is: Predict the product of the given reaction. (1) Given the reactants [CH2:1]([O:5][C:6]1[N:14]=[C:13]2[C:9]([N:10]=[C:11]([O:21]C)[N:12]2[CH2:15][CH2:16][CH2:17][CH2:18][CH2:19]Cl)=[C:8]([NH2:23])[N:7]=1)[CH2:2][CH2:3][CH3:4].[CH:24]1([N:30]2[CH2:35][CH2:34][NH:33][CH2:32][CH2:31]2)[CH2:29][CH2:28][CH2:27][CH2:26][CH2:25]1, predict the reaction product. The product is: [NH2:23][C:8]1[N:7]=[C:6]([O:5][CH2:1][CH2:2][CH2:3][CH3:4])[N:14]=[C:13]2[C:9]=1[NH:10][C:11](=[O:21])[N:12]2[CH2:15][CH2:16][CH2:17][CH2:18][CH2:19][N:33]1[CH2:34][CH2:35][N:30]([CH:24]2[CH2:29][CH2:28][CH2:27][CH2:26][CH2:25]2)[CH2:31][CH2:32]1. (2) Given the reactants [CH:1]([C:4]1[CH:9]=[CH:8][CH:7]=[C:6]([CH:10]([CH3:12])[CH3:11])[C:5]=1[N:13]1[CH:17]=[CH:16][N:15]=[CH:14]1)([CH3:3])[CH3:2].[Br:18][CH2:19][CH2:20][CH2:21][CH2:22][CH2:23][CH2:24]C, predict the reaction product. The product is: [Br-:18].[CH:1]([C:4]1[CH:9]=[CH:8][CH:7]=[C:6]([CH:10]([CH3:12])[CH3:11])[C:5]=1[N+:13]1[CH:17]=[CH:16][N:15]([CH2:19][CH2:20][CH2:21][CH2:22][CH2:23][CH3:24])[CH:14]=1)([CH3:2])[CH3:3]. (3) Given the reactants [Br:1][C:2]1[N:3]=[C:4]([C@H:12]2[CH2:17][CH2:16][C@H:15]([CH2:18][NH:19][CH3:20])[CH2:14][CH2:13]2)[N:5]2[CH:10]=[CH:9][N:8]=[C:7]([CH3:11])[C:6]=12.C=O.[C:23]([BH3-])#N.[Na+], predict the reaction product. The product is: [Br:1][C:2]1[N:3]=[C:4]([C@H:12]2[CH2:17][CH2:16][C@H:15]([CH2:18][N:19]([CH3:23])[CH3:20])[CH2:14][CH2:13]2)[N:5]2[CH:10]=[CH:9][N:8]=[C:7]([CH3:11])[C:6]=12. (4) Given the reactants [F-].C([N+](CCCC)(CCCC)CCCC)CCC.[C:19]([O:22][CH:23]1[C:24]([O:68][CH:69]([O:71][CH2:72][CH3:73])[CH3:70])([CH3:67])[CH2:25][CH2:26][CH:27]([O:59][Si](C(C)(C)C)(C)C)[CH2:28][C:29]([O:31][CH:32](/[C:37](/[CH3:58])=[CH:38]/[CH:39]=[CH:40]/[CH:41]([CH3:57])[CH2:42][CH:43]2[O:56][CH:44]2[CH:45]([CH3:55])[CH:46]([O:49][CH:50]([O:52][CH2:53][CH3:54])[CH3:51])[CH2:47][CH3:48])[CH:33]([CH3:36])[CH:34]=[CH:35]1)=[O:30])(=[O:21])[CH3:20], predict the reaction product. The product is: [C:19]([O:22][CH:23]1[C:24]([O:68][CH:69]([O:71][CH2:72][CH3:73])[CH3:70])([CH3:67])[CH2:25][CH2:26][CH:27]([OH:59])[CH2:28][C:29]([O:31][CH:32](/[C:37](/[CH3:58])=[CH:38]/[CH:39]=[CH:40]/[CH:41]([CH3:57])[CH2:42][CH:43]2[O:56][CH:44]2[CH:45]([CH3:55])[CH:46]([O:49][CH:50]([O:52][CH2:53][CH3:54])[CH3:51])[CH2:47][CH3:48])[CH:33]([CH3:36])[CH:34]=[CH:35]1)=[O:30])(=[O:21])[CH3:20]. (5) Given the reactants [NH2:1][C:2]1[CH:9]=[CH:8][CH:7]=[C:6]([O:10][CH:11]([CH3:13])[CH3:12])[C:3]=1[C:4]#[N:5].O=[C:15]([CH3:22])[CH2:16][C:17]([O:19][CH2:20][CH3:21])=[O:18], predict the reaction product. The product is: [NH2:5][C:4]1[C:3]2[C:2](=[CH:9][CH:8]=[CH:7][C:6]=2[O:10][CH:11]([CH3:13])[CH3:12])[N:1]=[C:15]([CH3:22])[C:16]=1[C:17]([O:19][CH2:20][CH3:21])=[O:18]. (6) Given the reactants [CH2:1]([O:8][C:9]1[CH:18]=[CH:17][CH:16]=[C:15]2[C:10]=1[CH2:11][CH2:12][CH2:13][CH:14]2[C:19]([N:21]([C:28]1[CH:29]=[N:30][C:31]([CH:34]([CH3:36])[CH3:35])=[CH:32][CH:33]=1)[CH2:22][C:23]1[CH:24]=[N:25][NH:26][CH:27]=1)=[O:20])[C:2]1[CH:7]=[CH:6][CH:5]=[CH:4][CH:3]=1.[Cl:37][C:38]1[S:39][C:40]([CH2:43]Cl)=[CH:41][CH:42]=1, predict the reaction product. The product is: [CH2:1]([O:8][C:9]1[CH:18]=[CH:17][CH:16]=[C:15]2[C:10]=1[CH2:11][CH2:12][CH2:13][CH:14]2[C:19]([N:21]([CH2:22][C:23]1[CH:24]=[N:25][N:26]([CH2:43][C:40]2[S:39][C:38]([Cl:37])=[CH:42][CH:41]=2)[CH:27]=1)[C:28]1[CH:29]=[N:30][C:31]([CH:34]([CH3:36])[CH3:35])=[CH:32][CH:33]=1)=[O:20])[C:2]1[CH:7]=[CH:6][CH:5]=[CH:4][CH:3]=1. (7) The product is: [F:1][C:2]1[C:3]([O:33][CH3:34])=[CH:4][C:5]([NH:12][C:13]2[CH:14]=[CH:15][C:16]([N:19]3[CH2:22][CH:21]([O:23][CH2:24][CH2:25][OH:26])[CH2:20]3)=[CH:17][CH:18]=2)=[C:6]([NH:8][C:9](=[O:11])[CH3:10])[CH:7]=1. Given the reactants [F:1][C:2]1[C:3]([O:33][CH3:34])=[CH:4][C:5]([NH:12][C:13]2[CH:18]=[CH:17][C:16]([N:19]3[CH2:22][CH:21]([O:23][CH2:24][CH2:25][O:26]C4CCCCO4)[CH2:20]3)=[CH:15][CH:14]=2)=[C:6]([NH:8][C:9](=[O:11])[CH3:10])[CH:7]=1.Cl.C(O)(C)C.C(=O)([O-])O.[Na+], predict the reaction product.